Dataset: Forward reaction prediction with 1.9M reactions from USPTO patents (1976-2016). Task: Predict the product of the given reaction. Given the reactants C(OC(=O)[NH:7][CH:8]1[CH2:13][CH2:12][CH2:11][CH:10]([CH2:14][NH:15][C:16]([O:18][CH2:19][C:20]2[CH:25]=[CH:24][CH:23]=[CH:22][CH:21]=2)=[O:17])[CH2:9]1)(C)(C)C, predict the reaction product. The product is: [CH2:19]([O:18][C:16](=[O:17])[NH:15][CH2:14][CH:10]1[CH2:11][CH2:12][CH2:13][CH:8]([NH2:7])[CH2:9]1)[C:20]1[CH:21]=[CH:22][CH:23]=[CH:24][CH:25]=1.